This data is from Catalyst prediction with 721,799 reactions and 888 catalyst types from USPTO. The task is: Predict which catalyst facilitates the given reaction. (1) Reactant: [OH:1][C@H:2]([CH3:27])[CH2:3][N:4]1[C:8]([CH3:9])=[C:7]([C:10]([O:12][CH2:13][C:14]2[CH:19]=[CH:18][CH:17]=[CH:16][CH:15]=2)=[O:11])[C:6](=[O:20])[N:5]1[C:21]1[CH:26]=[CH:25][CH:24]=[CH:23][CH:22]=1.[C:28]([NH:35][CH2:36][C:37](O)=[O:38])([O:30][C:31]([CH3:34])([CH3:33])[CH3:32])=[O:29].CCN=C=NCCCN(C)C. Product: [C:31]([O:30][C:28]([NH:35][CH2:36][C:37]([O:1][C@H:2]([CH3:27])[CH2:3][N:4]1[C:8]([CH3:9])=[C:7]([C:10]([O:12][CH2:13][C:14]2[CH:15]=[CH:16][CH:17]=[CH:18][CH:19]=2)=[O:11])[C:6](=[O:20])[N:5]1[C:21]1[CH:22]=[CH:23][CH:24]=[CH:25][CH:26]=1)=[O:38])=[O:29])([CH3:34])([CH3:33])[CH3:32]. The catalyst class is: 79. (2) Reactant: [CH:1]([N:4]1[CH2:15][CH2:14][C:7]2([O:12][CH2:11][C:10](=O)[NH:9][CH2:8]2)[CH2:6][CH2:5]1)([CH3:3])[CH3:2].[H-].[H-].[H-].[H-].[Li+].[Al+3].[F-].[Na+].O. Product: [CH:1]([N:4]1[CH2:5][CH2:6][C:7]2([O:12][CH2:11][CH2:10][NH:9][CH2:8]2)[CH2:14][CH2:15]1)([CH3:3])[CH3:2]. The catalyst class is: 1. (3) Reactant: O1B([C@@H](NC(=O)[C@@H](NC(C2C=NC=CN=2)=O)CC2C=CC=CC=2)CC(C)C)[O:5][B:4]([C@@H:32]([NH:37][C:38](=[O:56])[C@@H:39]([NH:47][C:48]([C:50]2[CH:55]=[N:54][CH:53]=[CH:52][N:51]=2)=[O:49])[CH2:40][C:41]2[CH:46]=[CH:45][CH:44]=[CH:43][CH:42]=2)[CH2:33][CH:34]([CH3:36])[CH3:35])[O:3]B1[C@@H](NC(=O)[C@@H](NC(C1C=NC=CN=1)=O)CC1C=CC=CC=1)CC(C)C.[C:82](O)(=[O:89])[C@H:83]([CH2:85][C:86]([OH:88])=[O:87])O. Product: [CH3:35][CH:34]([CH3:36])[CH2:33][C@@H:32]([B:4]1[O:5][C@@H:83]([CH2:85][C:86]([OH:88])=[O:87])[C:82](=[O:89])[O:3]1)[NH:37][C:38](=[O:56])[C@@H:39]([NH:47][C:48]([C:50]1[CH:55]=[N:54][CH:53]=[CH:52][N:51]=1)=[O:49])[CH2:40][C:41]1[CH:46]=[CH:45][CH:44]=[CH:43][CH:42]=1. The catalyst class is: 1. (4) Reactant: Cl.[Cl:2][C:3]1[CH:4]=[C:5]([N:9]2[C:13]([CH2:14][NH2:15])=[CH:12][C:11]([C:16]([F:19])([F:18])[F:17])=[N:10]2)[CH:6]=[CH:7][CH:8]=1.[OH:20][CH2:21][CH:22]([C:25]1[CH:30]=[CH:29][C:28]([NH:31][C:32](=O)[O:33]C2C=CC=CC=2)=[CH:27][C:26]=1[F:41])[CH2:23][OH:24]. Product: [Cl:2][C:3]1[CH:4]=[C:5]([N:9]2[C:13]([CH2:14][NH:15][C:32]([NH:31][C:28]3[CH:29]=[CH:30][C:25]([CH:22]([CH2:21][OH:20])[CH2:23][OH:24])=[C:26]([F:41])[CH:27]=3)=[O:33])=[CH:12][C:11]([C:16]([F:17])([F:18])[F:19])=[N:10]2)[CH:6]=[CH:7][CH:8]=1. The catalyst class is: 18.